Dataset: Aqueous solubility values for 9,982 compounds from the AqSolDB database. Task: Regression/Classification. Given a drug SMILES string, predict its absorption, distribution, metabolism, or excretion properties. Task type varies by dataset: regression for continuous measurements (e.g., permeability, clearance, half-life) or binary classification for categorical outcomes (e.g., BBB penetration, CYP inhibition). For this dataset (solubility_aqsoldb), we predict Y. The compound is CCCCCCCC/C=C\CCCCCCCC(=O)NC(CO)C(O)CCCCCCCCCCCCCCC. The Y is -6.45 log mol/L.